From a dataset of Full USPTO retrosynthesis dataset with 1.9M reactions from patents (1976-2016). Predict the reactants needed to synthesize the given product. (1) Given the product [Cl:1][C:2]1[S:6][C:5]([C:7]([NH:58][CH2:57][C:55]2[N:54]=[CH:53][N:52]([C:47]3[CH:48]=[CH:49][C:50]([I:51])=[C:45]([F:44])[CH:46]=3)[CH:56]=2)=[O:9])=[CH:4][CH:3]=1, predict the reactants needed to synthesize it. The reactants are: [Cl:1][C:2]1[S:6][C:5]([C:7]([OH:9])=O)=[CH:4][CH:3]=1.C(N(CC)CC)C.F[P-](F)(F)(F)(F)F.N1(O[P+](N(C)C)(N(C)C)N(C)C)C2C=CC=CC=2N=N1.[F:44][C:45]1[CH:46]=[C:47]([N:52]2[CH:56]=[C:55]([CH2:57][NH2:58])[N:54]=[CH:53]2)[CH:48]=[CH:49][C:50]=1[I:51]. (2) Given the product [O:1]1[CH2:6][CH2:5][N:4]([C:7]2[CH:8]=[C:9]([C:13]3[O:17][CH:16]=[N:15][C:14]=3[C:18]([OH:20])=[O:19])[CH:10]=[CH:11][CH:12]=2)[CH2:3][CH2:2]1, predict the reactants needed to synthesize it. The reactants are: [O:1]1[CH2:6][CH2:5][N:4]([C:7]2[CH:8]=[C:9]([C:13]3[O:17][CH:16]=[N:15][C:14]=3[C:18]([O-:20])=[O:19])[CH:10]=[CH:11][CH:12]=2)[CH2:3][CH2:2]1.[OH-].[Na+].Cl. (3) Given the product [Cl:8][C:5]1[CH:6]=[CH:7][C:2]([C:27]2[O:26][C:25]([C:29]([O:31][CH2:32][CH3:33])=[O:30])=[C:24]([C:21]3[CH:20]=[CH:19][C:18]([S:14](=[O:16])(=[O:17])[NH2:15])=[CH:23][CH:22]=3)[CH:28]=2)=[CH:3][CH:4]=1, predict the reactants needed to synthesize it. The reactants are: Br[C:2]1[CH:7]=[CH:6][C:5]([Cl:8])=[CH:4][CH:3]=1.C([O-])(=O)C.[K+].[S:14]([C:18]1[CH:23]=[CH:22][C:21]([C:24]2[CH:28]=[CH:27][O:26][C:25]=2[C:29]([O:31][CH2:32][CH3:33])=[O:30])=[CH:20][CH:19]=1)(=[O:17])(=[O:16])[NH2:15]. (4) Given the product [CH2:1]([O:3][C:4]([C:6]1[C:14]2[C:9](=[CH:10][CH:11]=[C:12]([O:15][C:16]3[C:21]([C:22](=[O:24])[NH2:23])=[CH:20][CH:19]=[CH:18][N:17]=3)[CH:13]=2)[N:8]([C:25]2[CH:30]=[CH:29][C:28]([O:31][C:32]([F:35])([F:34])[F:33])=[CH:27][CH:26]=2)[C:7]=1[CH2:36][C:37]([OH:39])=[O:38])=[O:5])[CH3:2], predict the reactants needed to synthesize it. The reactants are: [CH2:1]([O:3][C:4]([C:6]1[C:14]2[C:9](=[CH:10][CH:11]=[C:12]([O:15][C:16]3[C:21]([C:22](=[O:24])[NH2:23])=[CH:20][CH:19]=[CH:18][N:17]=3)[CH:13]=2)[N:8]([C:25]2[CH:30]=[CH:29][C:28]([O:31][C:32]([F:35])([F:34])[F:33])=[CH:27][CH:26]=2)[C:7]=1[CH2:36][C:37]([O:39]CC)=[O:38])=[O:5])[CH3:2].[OH-].[Na+].CCO.